From a dataset of Reaction yield outcomes from USPTO patents with 853,638 reactions. Predict the reaction yield, written as a fraction of the theoretical maximum amount of product (1.0 means a 100% yield; for example, 0.34 means a 34% yield). (1) The catalyst is C1COCC1. The product is [C:1]([C:3]1([N:4]2[C:12]3[C:7](=[CH:8][CH:9]=[C:10]([C:13]([O:15][CH2:16][CH3:17])=[O:14])[CH:11]=3)[CH:6]=[C:5]2[C:18]([O:20][CH2:21][CH3:22])=[O:19])[CH2:26][CH2:25][CH2:24]1)#[N:2]. The yield is 0.350. The reactants are [C:1]([CH2:3][N:4]1[C:12]2[C:7](=[CH:8][CH:9]=[C:10]([C:13]([O:15][CH2:16][CH3:17])=[O:14])[CH:11]=2)[CH:6]=[C:5]1[C:18]([O:20][CH2:21][CH3:22])=[O:19])#[N:2].I[CH2:24][CH2:25][CH2:26]I.[Li+].C[Si]([N-][Si](C)(C)C)(C)C. (2) The reactants are [CH2:1]([S:8][C:9]1[N:10]=[C:11](Cl)[C:12]2[S:17][C:16]([NH2:18])=[N:15][C:13]=2[N:14]=1)[C:2]1[CH:7]=[CH:6][CH:5]=[CH:4][CH:3]=1.CCN(C(C)C)C(C)C.[NH2:29][C@H:30]([CH2:33][CH2:34][CH3:35])[CH2:31][OH:32].O. The catalyst is CN1C(=O)CCC1. The product is [NH2:18][C:16]1[S:17][C:12]2[C:11]([NH:29][C@H:30]([CH2:33][CH2:34][CH3:35])[CH2:31][OH:32])=[N:10][C:9]([S:8][CH2:1][C:2]3[CH:7]=[CH:6][CH:5]=[CH:4][CH:3]=3)=[N:14][C:13]=2[N:15]=1. The yield is 0.970. (3) The reactants are BrN1C(=O)CCC1=O.[CH3:9][N:10]1[C:15]2[CH:16]=[CH:17][C:18]([CH3:20])=[CH:19][C:14]=2[S:13](=[O:22])(=[O:21])[C:12]([C:23]([O:25][CH3:26])=[O:24])=[N:11]1.[NH:27]1[CH2:32][CH2:31][O:30][CH2:29][CH2:28]1.C(Cl)Cl. The yield is 0.590. The catalyst is ClC(Cl)C.CN(C=O)C. The product is [CH3:9][N:10]1[C:15]2[CH:16]=[CH:17][C:18]([CH2:20][N:27]3[CH2:32][CH2:31][O:30][CH2:29][CH2:28]3)=[CH:19][C:14]=2[S:13](=[O:22])(=[O:21])[C:12]([C:23]([O:25][CH3:26])=[O:24])=[N:11]1. (4) The reactants are C(O[C@H:5]1[C@H:10]2[C@H:11]([O:12][CH2:13][C:14]3[CH:19]=[CH:18][CH:17]=[CH:16][CH:15]=3)[C@:7]([CH2:20][O:21][CH2:22][C:23]3[CH:28]=[CH:27][CH:26]=[CH:25][CH:24]=3)([CH2:8][O:9]2)[O:6]1)(=O)C.[C:29]([NH:37][C:38]1[N:46]=[CH:45][N:44]=[C:43]2[C:39]=1[NH:40][CH:41]=[N:42]2)(=[O:36])[C:30]1[CH:35]=[CH:34][CH:33]=[CH:32][CH:31]=1.O([Si](C)(C)C)S(C(F)(F)F)(=O)=O. The catalyst is C(#N)C. The product is [C:29]([NH:37][C:38]1[N:46]=[CH:45][N:44]=[C:43]2[C:39]=1[N:40]=[CH:41][N:42]2[C@@H:5]1[C@H:10]2[C@H:11]([O:12][CH2:13][C:14]3[CH:19]=[CH:18][CH:17]=[CH:16][CH:15]=3)[C@:7]([CH2:20][O:21][CH2:22][C:23]3[CH:28]=[CH:27][CH:26]=[CH:25][CH:24]=3)([CH2:8][O:9]2)[O:6]1)(=[O:36])[C:30]1[CH:35]=[CH:34][CH:33]=[CH:32][CH:31]=1. The yield is 0.450. (5) The reactants are CC1C=CC(S(O[CH2:12][CH:13]2[CH2:17][C:16]3[CH:18]=[CH:19][CH:20]=[C:21](Br)[C:15]=3[O:14]2)(=O)=O)=CC=1.[F:23][C:24]([F:35])([F:34])[C:25]1[CH:30]=[CH:29][CH:28]=[CH:27][C:26]=1B(O)O.C(=O)([O-])[O-].[K+].[K+].CC1C=CC(S(OCC2CC3C(C4C=CC=CC=4)=CC=CC=3O2)(=O)=O)=CC=1.CC1C=CC(S(OCC2CC3C=CC=C(C4C=CC=CC=4C(F)(F)F)C=3O2)(=O)=O)=CC=1.S(C1C=CC(C)=CC=1)([O-])(=O)=O.[N-:111]=[N+]=[N-].[Na+].N(CC1CC2C=C(Cl)C=C(C3C=CSC=3)C=2O1)=[N+]=[N-].N(CC1CC2C=CC=C(C3C=CC=CC=3C(F)(F)F)C=2O1)=[N+]=[N-].[N-]=[N+]=[N-]. The catalyst is [Pd].CC1C=CC=CC=1[P](C1C=CC=CC=1C)([Pd](Cl)(Cl)[P](C1=C(C)C=CC=C1)(C1C=CC=CC=1C)C1C=CC=CC=1C)C1C=CC=CC=1C. The product is [F:23][C:24]([F:35])([F:34])[C:25]1[CH:30]=[CH:29][CH:28]=[CH:27][C:26]=1[C:21]1[C:15]2[O:14][CH:13]([CH2:12][NH2:111])[CH2:17][C:16]=2[CH:18]=[CH:19][CH:20]=1. The yield is 0.650. (6) The reactants are [CH:1]1([C:4]2[N:9]=[C:8]([C:10]3[C:18]4[C:13](=[CH:14][CH:15]=[C:16]([C:19]5[CH:24]=[N:23][CH:22]=[C:21]([CH:25]6[CH2:27][CH2:26]6)[N:20]=5)[CH:17]=4)[N:12](S(C4C=CC(C)=CC=4)(=O)=O)[CH:11]=3)[CH:7]=[N:6][CH:5]=2)[CH2:3][CH2:2]1.[OH-].[Na+].[Na+].[Cl-]. The catalyst is O1CCOCC1.CCOC(C)=O. The product is [CH:1]1([C:4]2[N:9]=[C:8]([C:10]3[C:18]4[C:13](=[CH:14][CH:15]=[C:16]([C:19]5[CH:24]=[N:23][CH:22]=[C:21]([CH:25]6[CH2:27][CH2:26]6)[N:20]=5)[CH:17]=4)[NH:12][CH:11]=3)[CH:7]=[N:6][CH:5]=2)[CH2:3][CH2:2]1. The yield is 0.500. (7) The reactants are [CH3:1][O:2][C:3](=[O:25])[CH2:4][CH2:5][CH:6]([NH:10][C:11]([C:13]1[CH:18]=[CH:17][C:16]([C:19]2[CH:24]=[CH:23][CH:22]=[CH:21][CH:20]=2)=[CH:15][CH:14]=1)=[O:12])[C:7](O)=[O:8].CCN(CC)CC.ClC(OCC)=O.[BH4-].[Na+].Cl. The catalyst is C1COCC1.CO. The product is [CH3:1][O:2][C:3](=[O:25])[CH2:4][CH2:5][CH:6]([NH:10][C:11]([C:13]1[CH:14]=[CH:15][C:16]([C:19]2[CH:20]=[CH:21][CH:22]=[CH:23][CH:24]=2)=[CH:17][CH:18]=1)=[O:12])[CH2:7][OH:8]. The yield is 0.310.